From a dataset of NCI-60 drug combinations with 297,098 pairs across 59 cell lines. Regression. Given two drug SMILES strings and cell line genomic features, predict the synergy score measuring deviation from expected non-interaction effect. (1) Drug 1: C1CCC(CC1)NC(=O)N(CCCl)N=O. Drug 2: COCCOC1=C(C=C2C(=C1)C(=NC=N2)NC3=CC=CC(=C3)C#C)OCCOC.Cl. Cell line: MCF7. Synergy scores: CSS=16.6, Synergy_ZIP=-2.97, Synergy_Bliss=6.82, Synergy_Loewe=3.08, Synergy_HSA=5.66. (2) Cell line: U251. Drug 1: C1=CC(=CC=C1CC(C(=O)O)N)N(CCCl)CCCl.Cl. Synergy scores: CSS=32.9, Synergy_ZIP=-5.77, Synergy_Bliss=-4.71, Synergy_Loewe=-4.44, Synergy_HSA=-4.33. Drug 2: CNC(=O)C1=NC=CC(=C1)OC2=CC=C(C=C2)NC(=O)NC3=CC(=C(C=C3)Cl)C(F)(F)F. (3) Drug 1: CC1C(C(CC(O1)OC2CC(CC3=C2C(=C4C(=C3O)C(=O)C5=C(C4=O)C(=CC=C5)OC)O)(C(=O)C)O)N)O.Cl. Cell line: T-47D. Drug 2: C1=CN(C(=O)N=C1N)C2C(C(C(O2)CO)O)O.Cl. Synergy scores: CSS=10.3, Synergy_ZIP=0.392, Synergy_Bliss=5.89, Synergy_Loewe=0.101, Synergy_HSA=6.18.